From a dataset of Peptide-MHC class II binding affinity with 134,281 pairs from IEDB. Regression. Given a peptide amino acid sequence and an MHC pseudo amino acid sequence, predict their binding affinity value. This is MHC class II binding data. The peptide sequence is GKIILVAVHVASGYI. The MHC is DRB1_0701 with pseudo-sequence DRB1_0701. The binding affinity (normalized) is 0.553.